This data is from Catalyst prediction with 721,799 reactions and 888 catalyst types from USPTO. The task is: Predict which catalyst facilitates the given reaction. (1) Reactant: C1C2C(COC([NH:18][C@@H:19]([C:30]([NH:32][C@H:33]([C:46]([N:48]3[CH2:53][CH2:52][N:51]([C:54]4[CH:59]=[CH:58][N:57]=[CH:56][CH:55]=4)[CH2:50][CH2:49]3)=[O:47])[CH2:34][CH2:35][CH2:36][CH2:37][NH:38][C:39]([O:41][C:42]([CH3:45])([CH3:44])[CH3:43])=[O:40])=[O:31])[CH2:20][C:21]3[CH:26]=[C:25]([Br:27])[C:24]([OH:28])=[C:23]([Br:29])[CH:22]=3)=O)C3C(=CC=CC=3)C=2C=CC=1.C(NCC)C. Product: [Br:27][C:25]1[CH:26]=[C:21]([CH:22]=[C:23]([Br:29])[C:24]=1[OH:28])[CH2:20][C@H:19]([C:30]([NH:32][C@H:33]([C:46]([N:48]1[CH2:49][CH2:50][N:51]([C:54]2[CH:59]=[CH:58][N:57]=[CH:56][CH:55]=2)[CH2:52][CH2:53]1)=[O:47])[CH2:34][CH2:35][CH2:36][CH2:37][NH:38][C:39]([O:41][C:42]([CH3:45])([CH3:43])[CH3:44])=[O:40])=[O:31])[NH2:18]. The catalyst class is: 5. (2) Reactant: [CH3:1][N:2]([CH3:15])[CH2:3][CH2:4][N:5]1[C:13]2[C:8](=[CH:9][CH:10]=[C:11]([NH2:14])[CH:12]=2)[CH:7]=[N:6]1.[CH2:16]([O:23][C:24]1[CH:29]=[CH:28][C:27]([CH2:30][C:31](O)=[O:32])=[CH:26][CH:25]=1)[C:17]1[CH:22]=[CH:21][CH:20]=[CH:19][CH:18]=1.Cl.C(N=C=NC(C)(C)CC)C.ON1C2C=CC=CC=2N=N1.CN1CCOCC1. Product: [CH2:16]([O:23][C:24]1[CH:25]=[CH:26][C:27]([CH2:30][C:31]([NH:14][C:11]2[CH:12]=[C:13]3[C:8]([CH:7]=[N:6][N:5]3[CH2:4][CH2:3][N:2]([CH3:15])[CH3:1])=[CH:9][CH:10]=2)=[O:32])=[CH:28][CH:29]=1)[C:17]1[CH:18]=[CH:19][CH:20]=[CH:21][CH:22]=1. The catalyst class is: 3. (3) Reactant: [N+:1]([C:4]1[CH:12]=[C:11]2[C:7]([CH:8]=[CH:9][NH:10]2)=[CH:6][CH:5]=1)([O-:3])=[O:2].[F:13][C:14]([F:25])([F:24])[C:15](O[C:15](=[O:16])[C:14]([F:25])([F:24])[F:13])=[O:16]. Product: [F:13][C:14]([F:25])([F:24])[C:15]([C:8]1[C:7]2[C:11](=[CH:12][C:4]([N+:1]([O-:3])=[O:2])=[CH:5][CH:6]=2)[NH:10][CH:9]=1)=[O:16]. The catalyst class is: 42. (4) Reactant: [C:1]([CH2:3][NH:4][C:5]([C@@H:7]1[CH2:12][CH2:11][CH2:10][CH2:9][C@H:8]1[CH2:13]Br)=[O:6])#[N:2].C(=O)([O-])[O-].[Cs+].[Cs+].[SH:21][C:22]1[CH:27]=[CH:26][C:25]([OH:28])=[CH:24][CH:23]=1. Product: [C:1]([CH2:3][NH:4][C:5]([C@@H:7]1[CH2:12][CH2:11][CH2:10][CH2:9][C@H:8]1[CH2:13][S:21][C:22]1[CH:27]=[CH:26][C:25]([OH:28])=[CH:24][CH:23]=1)=[O:6])#[N:2]. The catalyst class is: 21. (5) Reactant: CON(C)[C:4]([C:6]1[C:15](=[O:16])[C:14]2[C:9](=[CH:10][CH:11]=[CH:12][CH:13]=2)[N:8]([CH2:17][C:18]2[CH:23]=[CH:22][CH:21]=[C:20]([Br:24])[N:19]=2)[CH:7]=1)=[O:5].I[C:27]1[CH:32]=[CH:31][C:30]([O:33][CH2:34][CH2:35][O:36][CH3:37])=[C:29]([CH3:38])[CH:28]=1.C([Mg]Cl)(C)C. Product: [Br:24][C:20]1[N:19]=[C:18]([CH2:17][N:8]2[C:9]3[C:14](=[CH:13][CH:12]=[CH:11][CH:10]=3)[C:15](=[O:16])[C:6]([C:4](=[O:5])[C:27]3[CH:32]=[CH:31][C:30]([O:33][CH2:34][CH2:35][O:36][CH3:37])=[C:29]([CH3:38])[CH:28]=3)=[CH:7]2)[CH:23]=[CH:22][CH:21]=1. The catalyst class is: 1. (6) Reactant: [CH3:1][O:2][C:3]1[CH:4]=[C:5]2[C:10](=[CH:11][C:12]=1[O:13][CH3:14])[N:9]=[CH:8][CH:7]=[C:6]2[O:15][C:16]1[CH:22]=[CH:21][C:19]([NH2:20])=[C:18]([CH3:23])[C:17]=1[CH3:24].Cl[C:26](Cl)([O:28]C(=O)OC(Cl)(Cl)Cl)Cl.[CH3:37][CH2:38][CH:39]([OH:43])[CH2:40][C:41]#[CH:42].C(=O)(O)[O-].[Na+]. Product: [CH3:1][O:2][C:3]1[CH:4]=[C:5]2[C:10](=[CH:11][C:12]=1[O:13][CH3:14])[N:9]=[CH:8][CH:7]=[C:6]2[O:15][C:16]1[CH:22]=[CH:21][C:19]([NH:20][C:26](=[O:28])[O:43][CH:39]([CH2:38][CH3:37])[CH2:40][C:41]#[CH:42])=[C:18]([CH3:23])[C:17]=1[CH3:24]. The catalyst class is: 208. (7) Product: [CH3:1][O:2][C:3](=[O:43])[C@@H:4]([NH:16][C:17](=[O:42])[C@@H:18]([NH:41][CH2:60][C:59]1[CH:62]=[CH:63][C:56]([O:49][C:50]2[CH:51]=[CH:52][CH:53]=[CH:54][CH:55]=2)=[CH:57][CH:58]=1)[CH2:19][CH2:20][CH2:21][CH2:22][NH:23][C:24]([O:26][CH2:27][CH:28]1[C:40]2[CH:39]=[CH:38][CH:37]=[CH:36][C:35]=2[C:34]2[C:29]1=[CH:30][CH:31]=[CH:32][CH:33]=2)=[O:25])[CH2:5][C:6]1[CH:15]=[CH:14][C:13]2[C:8](=[CH:9][CH:10]=[CH:11][CH:12]=2)[CH:7]=1. The catalyst class is: 83. Reactant: [CH3:1][O:2][C:3](=[O:43])[C@@H:4]([NH:16][C:17](=[O:42])[CH:18]([NH2:41])[CH2:19][CH2:20][CH2:21][CH2:22][NH:23][C:24]([O:26][CH2:27][CH:28]1[C:40]2[CH:39]=[CH:38][CH:37]=[CH:36][C:35]=2[C:34]2[C:29]1=[CH:30][CH:31]=[CH:32][CH:33]=2)=[O:25])[CH2:5][C:6]1[CH:15]=[CH:14][C:13]2[C:8](=[CH:9][CH:10]=[CH:11][CH:12]=2)[CH:7]=1.C([O-])(=O)C.[Na+].[O:49]([C:56]1[CH:63]=[CH:62][C:59]([CH:60]=O)=[CH:58][CH:57]=1)[C:50]1[CH:55]=[CH:54][CH:53]=[CH:52][CH:51]=1.C([BH3-])#N.[Na+]. (8) Product: [C:23]1([C:19]2[CH:18]=[C:17]([C:10]3[N:9]=[C:8]([NH:29][C:30]4[CH:31]=[C:32]5[C:36](=[CH:37][CH:38]=4)[NH:35][N:34]=[CH:33]5)[C:7]4[C:12](=[CH:13][C:14]([O:15][CH3:16])=[C:5]([O:4][CH2:3][CH2:2][N:46]5[CH2:50][CH2:49][CH2:48][CH2:47]5)[CH:6]=4)[N:11]=3)[CH:22]=[CH:21][CH:20]=2)[CH:24]=[CH:25][CH:26]=[CH:27][CH:28]=1. The catalyst class is: 16. Reactant: Cl[CH2:2][CH2:3][O:4][C:5]1[CH:6]=[C:7]2[C:12](=[CH:13][C:14]=1[O:15][CH3:16])[N:11]=[C:10]([C:17]1[CH:22]=[CH:21][CH:20]=[C:19]([C:23]3[CH:28]=[CH:27][CH:26]=[CH:25][CH:24]=3)[CH:18]=1)[N:9]=[C:8]2[NH:29][C:30]1[CH:31]=[C:32]2[C:36](=[CH:37][CH:38]=1)[N:35](C(OC(C)(C)C)=O)[N:34]=[CH:33]2.[NH:46]1[CH2:50][CH2:49][CH2:48][CH2:47]1. (9) Reactant: [C:1]([C:4]1[C:9]([C:10]2[CH:15]=[CH:14][CH:13]=[CH:12][CH:11]=2)=[N:8][N:7]([CH2:16][CH3:17])[C:6](=[O:18])[C:5]=1[N+:19]([O-])=O)(=[O:3])[CH3:2].[N:22]1[C:30](N)=[C:29]2[C:25]([N:26]=[CH:27][NH:28]2)=[N:24][CH:23]=1. Product: [C:1]([C:4]1[C:9]([C:10]2[CH:15]=[CH:14][CH:13]=[CH:12][CH:11]=2)=[N:8][N:7]([CH2:16][CH3:17])[C:6](=[O:18])[C:5]=1[NH:19][C:30]1[N:22]=[CH:23][N:24]=[C:25]2[C:29]=1[N:28]=[CH:27][NH:26]2)(=[O:3])[CH3:2]. The catalyst class is: 8.